From a dataset of Reaction yield outcomes from USPTO patents with 853,638 reactions. Predict the reaction yield, written as a fraction of the theoretical maximum amount of product (1.0 means a 100% yield; for example, 0.34 means a 34% yield). (1) The reactants are [N:1]1([CH2:8][CH2:9][O:10][C:11]2[CH:16]=[CH:15][C:14]([C:17]([C:19]3[C:28]4[C:23](=[CH:24][C:25]([O:29]C)=[CH:26][CH:27]=4)[CH:22]=[CH:21][C:20]=3[C:31]3[C:36]([F:37])=[CH:35][CH:34]=[C:33]([F:38])[C:32]=3[F:39])=[O:18])=[CH:13][CH:12]=2)[CH2:7][CH2:6][CH2:5][CH2:4][CH2:3][CH2:2]1.B(Br)(Br)Br.OC1C=C2C(=CC=1)C(C(C1C=CC(OCCN3CCCCC3)=CC=1)=O)=C(C1C(F)=CC(F)=CC=1F)C=C2. No catalyst specified. The product is [N:1]1([CH2:8][CH2:9][O:10][C:11]2[CH:16]=[CH:15][C:14]([C:17]([C:19]3[C:28]4[C:23](=[CH:24][C:25]([OH:29])=[CH:26][CH:27]=4)[CH:22]=[CH:21][C:20]=3[C:31]3[C:36]([F:37])=[CH:35][CH:34]=[C:33]([F:38])[C:32]=3[F:39])=[O:18])=[CH:13][CH:12]=2)[CH2:7][CH2:6][CH2:5][CH2:4][CH2:3][CH2:2]1. The yield is 0.820. (2) The reactants are [C:1]1([CH:7]([CH2:10][OH:11])[C:8]#[N:9])[CH:6]=[CH:5][CH:4]=[CH:3][CH:2]=1.[C:12](OC(=O)C)(=[O:14])[CH3:13].S(=O)(=O)(O)O. The catalyst is C(#N)C. The product is [C:12]([O:11][CH2:10][CH:7]([C:1]1[CH:6]=[CH:5][CH:4]=[CH:3][CH:2]=1)[C:8]#[N:9])(=[O:14])[CH3:13]. The yield is 0.980. (3) The reactants are [NH2:1][C:2]1[N:7]=[C:6]([C:8]([O:10][CH2:11][CH3:12])=[O:9])[CH:5]=[CH:4][CH:3]=1.[C:13](O[C:13]([O:15][C:16]([CH3:19])([CH3:18])[CH3:17])=[O:14])([O:15][C:16]([CH3:19])([CH3:18])[CH3:17])=[O:14]. The catalyst is CN(C1C=CN=CC=1)C.C1COCC1. The product is [C:16]([O:15][C:13]([NH:1][C:2]1[N:7]=[C:6]([C:8]([O:10][CH2:11][CH3:12])=[O:9])[CH:5]=[CH:4][CH:3]=1)=[O:14])([CH3:19])([CH3:18])[CH3:17]. The yield is 1.00. (4) The reactants are [CH3:1][N:2]1[C@@H:18]2[CH2:19][C:7]3[CH:8]=[CH:9][C:10]([O:22][CH3:23])=[C:11]4[O:12][C@H:13]5[C:14]([O:20][CH3:21])=[CH:15][CH:16]=[C:17]2[C@:5]5([C:6]=34)[CH2:4][CH2:3]1.C(CN)O.O. The catalyst is COCC(O)C. The product is [CH3:1][N:2]1[C@@H:18]2[CH2:19][C:7]3[CH:8]=[CH:9][C:10]([O:22][CH3:23])=[C:11]4[O:12][C@H:13]5[C:14]([O:20][CH3:21])=[CH:15][CH2:16][C@@H:17]2[C@:5]5([C:6]=34)[CH2:4][CH2:3]1. The yield is 0.916.